This data is from Reaction yield outcomes from USPTO patents with 853,638 reactions. The task is: Predict the reaction yield, written as a fraction of the theoretical maximum amount of product (1.0 means a 100% yield; for example, 0.34 means a 34% yield). The reactants are [Br:1][C:2]1[CH:3]=[C:4]([CH:8]([NH:15][CH3:16])[CH2:9][N:10]2[CH2:14][CH2:13][CH2:12][CH2:11]2)[CH:5]=[CH:6][CH:7]=1.[Cl:17][C:18]1[CH:19]=[C:20]([N:25]([CH3:30])[CH2:26][C:27]([OH:29])=O)[CH:21]=[CH:22][C:23]=1[Cl:24].C(N(CC)CC)C.O. The catalyst is CN(C)C=O. The product is [Br:1][C:2]1[CH:3]=[C:4]([CH:8]([N:15]([CH3:16])[C:27](=[O:29])[CH2:26][N:25]([C:20]2[CH:21]=[CH:22][C:23]([Cl:24])=[C:18]([Cl:17])[CH:19]=2)[CH3:30])[CH2:9][N:10]2[CH2:11][CH2:12][CH2:13][CH2:14]2)[CH:5]=[CH:6][CH:7]=1. The yield is 0.540.